From a dataset of Forward reaction prediction with 1.9M reactions from USPTO patents (1976-2016). Predict the product of the given reaction. (1) Given the reactants [Cl:1][C:2]1[CH:7]=[CH:6][C:5]([CH2:8]Cl)=[CH:4][C:3]=1[Cl:10].[NH:11]1[CH2:16][CH2:15][CH:14]([NH:17]C(=O)OC(C)(C)C)[CH2:13][CH2:12]1, predict the reaction product. The product is: [Cl:10][C:3]1[CH:4]=[C:5]([CH:6]=[CH:7][C:2]=1[Cl:1])[CH2:8][N:11]1[CH2:16][CH2:15][CH:14]([NH2:17])[CH2:13][CH2:12]1. (2) Given the reactants [NH:1]1[CH:5]=[C:4]([C:6]([OH:8])=O)[N:3]=[N:2]1.CN(C(ON1N=NC2C=CC=NC1=2)=[N+](C)C)C.F[P-](F)(F)(F)(F)F.[O:33]=[C:34]1[CH2:38][CH2:37][CH2:36][N:35]1[CH2:39][CH2:40][O:41][C:42](=[O:63])[C@@:43]([CH2:61][OH:62])([CH3:60])[CH2:44][C@H:45]([NH2:59])[CH2:46][C:47]1[CH:52]=[CH:51][C:50]([C:53]2[CH:58]=[CH:57][CH:56]=[CH:55][CH:54]=2)=[CH:49][CH:48]=1, predict the reaction product. The product is: [O:33]=[C:34]1[CH2:38][CH2:37][CH2:36][N:35]1[CH2:39][CH2:40][O:41][C:42](=[O:63])[C@@:43]([CH2:61][OH:62])([CH3:60])[CH2:44][C@H:45]([NH:59][C:6]([C:4]1[NH:3][N:2]=[N:1][CH:5]=1)=[O:8])[CH2:46][C:47]1[CH:48]=[CH:49][C:50]([C:53]2[CH:54]=[CH:55][CH:56]=[CH:57][CH:58]=2)=[CH:51][CH:52]=1.